From a dataset of Full USPTO retrosynthesis dataset with 1.9M reactions from patents (1976-2016). Predict the reactants needed to synthesize the given product. (1) Given the product [Br:1][C:2]1[CH:7]=[CH:6][C:5]([O:8][CH2:12][CH2:11][Br:10])=[C:4]([F:9])[CH:3]=1, predict the reactants needed to synthesize it. The reactants are: [Br:1][C:2]1[CH:7]=[CH:6][C:5]([OH:8])=[C:4]([F:9])[CH:3]=1.[Br:10][CH2:11][CH2:12]O.C1(P(C2C=CC=CC=2)C2C=CC=CC=2)C=CC=CC=1.CCOC(/N=N/C(OCC)=O)=O. (2) Given the product [Br:1][C:2]1[CH:10]=[CH:9][C:5]([C:6]([NH:27][C:24]2[CH:25]=[CH:26][C:20]3[S:19][C:18]([CH2:17][OH:16])=[N:22][C:21]=3[CH:23]=2)=[O:7])=[CH:4][CH:3]=1, predict the reactants needed to synthesize it. The reactants are: [Br:1][C:2]1[CH:10]=[CH:9][C:5]([C:6](Cl)=[O:7])=[CH:4][CH:3]=1.C(=O)([O:16][CH2:17][C:18]1[S:19][C:20]2[CH:26]=[CH:25][C:24]([NH2:27])=[CH:23][C:21]=2[N:22]=1)OCC=C.[OH-].[Na+]. (3) Given the product [N:1]1[CH:6]=[CH:5][CH:4]=[CH:3][C:2]=1[CH:7]([OH:8])[CH2:9][CH3:10], predict the reactants needed to synthesize it. The reactants are: [N:1]1[CH:6]=[CH:5][CH:4]=[CH:3][C:2]=1[CH:7]=[O:8].[CH3:9][CH2:10]OCC.